Dataset: Reaction yield outcomes from USPTO patents with 853,638 reactions. Task: Predict the reaction yield, written as a fraction of the theoretical maximum amount of product (1.0 means a 100% yield; for example, 0.34 means a 34% yield). The reactants are C(O)(C(F)(F)F)=O.[Cl:8][C:9]1[CH:14]=[CH:13][C:12]([CH:15]([NH:19][C:20]([C:22]2([NH:37]C(=O)OC(C)(C)C)[CH2:27][CH2:26][N:25]([C:28]3[C:29]4[CH:36]=[CH:35][NH:34][C:30]=4[N:31]=[CH:32][N:33]=3)[CH2:24][CH2:23]2)=[O:21])[CH2:16][CH2:17][OH:18])=[CH:11][CH:10]=1. The catalyst is ClCCl. The product is [NH2:37][C:22]1([C:20]([NH:19][CH:15]([C:12]2[CH:11]=[CH:10][C:9]([Cl:8])=[CH:14][CH:13]=2)[CH2:16][CH2:17][OH:18])=[O:21])[CH2:23][CH2:24][N:25]([C:28]2[C:29]3[CH:36]=[CH:35][NH:34][C:30]=3[N:31]=[CH:32][N:33]=2)[CH2:26][CH2:27]1. The yield is 0.698.